Dataset: Forward reaction prediction with 1.9M reactions from USPTO patents (1976-2016). Task: Predict the product of the given reaction. (1) The product is: [I:1][C:2]1[CH:7]=[CH:6][NH:5][C:4](=[O:8])[C:3]=1[CH:10]=[O:11]. Given the reactants [I:1][C:2]1[CH:7]=[CH:6][N:5]=[C:4]([O:8]C)[C:3]=1[CH:10]=[O:11].[I-].[Na+].C[Si](C)(C)Cl, predict the reaction product. (2) Given the reactants [N:1]([C@@H:4]1[CH2:9][CH2:8][N:7](C(OC(C)(C)C)=O)[CH2:6][C@H:5]1[O:17][CH3:18])=[N+:2]=[N-:3].C(O)(C(F)(F)F)=O, predict the reaction product. The product is: [N:1]([C@@H:4]1[CH2:9][CH2:8][NH:7][CH2:6][C@H:5]1[O:17][CH3:18])=[N+:2]=[N-:3]. (3) The product is: [C:1]([O:5][C:6](=[O:16])[NH:7][C@H:8]1[CH2:13][CH2:12][C@H:11]([CH:14]=[N:24][CH2:17][C:18]2[CH:23]=[CH:22][CH:21]=[CH:20][CH:19]=2)[CH2:10][CH2:9]1)([CH3:4])([CH3:3])[CH3:2]. Given the reactants [C:1]([O:5][C:6](=[O:16])[NH:7][CH:8]1[CH2:13][CH2:12][CH:11]([CH:14]=O)[CH2:10][CH2:9]1)([CH3:4])([CH3:3])[CH3:2].[CH2:17]([NH2:24])[C:18]1[CH:23]=[CH:22][CH:21]=[CH:20][CH:19]=1.C(O)(=O)C.S([O-])([O-])(=O)=O.[Mg+2], predict the reaction product. (4) Given the reactants [Cl:1][C:2]1[N:3]([CH2:10][C@:11]2([CH3:14])[CH2:13][O:12]2)[CH:4]=[C:5]([N+:7]([O-:9])=[O:8])[N:6]=1.[N:15]1([C:21]([O:23][CH2:24][C:25]2[CH:30]=[CH:29][C:28]([O:31][C:32]([F:35])([F:34])[F:33])=[CH:27][CH:26]=2)=[O:22])[CH2:20][CH2:19][NH:18][CH2:17][CH2:16]1.O, predict the reaction product. The product is: [Cl:1][C:2]1[N:3]([CH2:10][C@:11]([OH:12])([CH3:14])[CH2:13][N:18]2[CH2:17][CH2:16][N:15]([C:21]([O:23][CH2:24][C:25]3[CH:26]=[CH:27][C:28]([O:31][C:32]([F:34])([F:35])[F:33])=[CH:29][CH:30]=3)=[O:22])[CH2:20][CH2:19]2)[CH:4]=[C:5]([N+:7]([O-:9])=[O:8])[N:6]=1. (5) Given the reactants [Cl:1][C:2]1[CH:3]=[C:4]2[C:8](=[CH:9][C:10]=1[Cl:11])[C:7](=O)[O:6][C:5]2=[O:13].[F:14][C:15]1[CH:20]=[CH:19][C:18]([CH2:21]C(O)=O)=[CH:17][C:16]=1[C:25]([N:27]1[CH2:32][CH2:31][CH:30]([O:33][CH3:34])[CH2:29][CH2:28]1)=[O:26].C([O-])(=O)C.[Na+].[Al], predict the reaction product. The product is: [Cl:11][C:10]1[CH:9]=[C:8]2[C:4](=[CH:3][C:2]=1[Cl:1])[C:5](=[O:13])[O:6]/[C:7]/2=[CH:21]\[C:18]1[CH:19]=[CH:20][C:15]([F:14])=[C:16]([C:25]([N:27]2[CH2:32][CH2:31][CH:30]([O:33][CH3:34])[CH2:29][CH2:28]2)=[O:26])[CH:17]=1. (6) The product is: [NH2:1][C:2]1[C:7]([C:8]([NH:10][CH2:11][CH3:12])=[O:9])=[N:6][C:5]([C:13]2[CH:21]=[CH:20][CH:19]=[C:15]([C:16]([NH:46][CH2:39][C:40]3[CH:45]=[CH:44][CH:43]=[CH:42][CH:41]=3)=[O:18])[CH:14]=2)=[CH:4][N:3]=1. Given the reactants [NH2:1][C:2]1[N:3]=[CH:4][C:5]([C:13]2[CH:14]=[C:15]([CH:19]=[CH:20][CH:21]=2)[C:16]([OH:18])=O)=[N:6][C:7]=1[C:8]([NH:10][CH2:11][CH3:12])=[O:9].ON1C2C=CC=CC=2N=N1.CN1CCOCC1.[CH2:39]([NH2:46])[C:40]1[CH:45]=[CH:44][CH:43]=[CH:42][CH:41]=1, predict the reaction product.